From a dataset of Reaction yield outcomes from USPTO patents with 853,638 reactions. Predict the reaction yield, written as a fraction of the theoretical maximum amount of product (1.0 means a 100% yield; for example, 0.34 means a 34% yield). (1) The reactants are [F:1][C:2]1[CH:8]=[CH:7][CH:6]=[CH:5][C:3]=1[NH2:4].[C:9](O[C:9]([O:11][C:12]([CH3:15])([CH3:14])[CH3:13])=[O:10])([O:11][C:12]([CH3:15])([CH3:14])[CH3:13])=[O:10]. The catalyst is O1CCCC1. The product is [F:1][C:2]1[CH:8]=[CH:7][CH:6]=[CH:5][C:3]=1[NH:4][C:9](=[O:10])[O:11][C:12]([CH3:15])([CH3:14])[CH3:13]. The yield is 0.980. (2) The reactants are [CH3:1][C:2]1([CH3:27])[C:6]([CH3:8])([CH3:7])[O:5][B:4]([C:9]2[CH:10]=[C:11]([CH:24]=[CH:25][CH:26]=2)/[CH:12]=[CH:13]/[C:14]2[CH:23]=[CH:22][C:17]([C:18]([O:20][CH3:21])=[O:19])=[CH:16][CH:15]=2)[O:3]1. The catalyst is CO.O=[Pt]=O. The product is [CH3:7][C:6]1([CH3:8])[C:2]([CH3:1])([CH3:27])[O:3][B:4]([C:9]2[CH:10]=[C:11]([CH:24]=[CH:25][CH:26]=2)[CH2:12][CH2:13][C:14]2[CH:15]=[CH:16][C:17]([C:18]([O:20][CH3:21])=[O:19])=[CH:22][CH:23]=2)[O:5]1. The yield is 0.500. (3) The reactants are [CH2:1]([C:3]1[C:24]([N:25]2[CH2:30][CH2:29][NH:28][CH2:27][CH2:26]2)=[CH:23][C:6]2[C:7]([CH3:22])([CH3:21])[C:8]3[NH:9][C:10]4[C:15]([C:16]=3[C:17](=[O:18])[C:5]=2[CH:4]=1)=[CH:14][CH:13]=[C:12]([C:19]#[N:20])[CH:11]=4)[CH3:2].[C:31]1(=O)[CH2:36][CH2:35][CH2:34][CH2:33][CH2:32]1.C[Si]([C:42]#[N:43])(C)C. The catalyst is C(Cl)(Cl)Cl.C(OCC)(=O)C.[I-].[Zn+2].[I-]. The product is [C:42]([C:31]1([N:28]2[CH2:29][CH2:30][N:25]([C:24]3[C:3]([CH2:1][CH3:2])=[CH:4][C:5]4[C:17](=[O:18])[C:16]5[C:15]6[C:10](=[CH:11][C:12]([C:19]#[N:20])=[CH:13][CH:14]=6)[NH:9][C:8]=5[C:7]([CH3:22])([CH3:21])[C:6]=4[CH:23]=3)[CH2:26][CH2:27]2)[CH2:36][CH2:35][CH2:34][CH2:33][CH2:32]1)#[N:43]. The yield is 0.300. (4) The catalyst is O1CCOCC1.C(OCC)C. The yield is 0.520. The product is [CH2:1]([O:3][C:4]1[CH:13]=[C:12]2[C:7]([CH:8]=[CH:9][CH:10]=[C:11]2[NH2:14])=[CH:6][CH:5]=1)[CH3:2]. The reactants are [CH2:1]([O:3][C:4]1[CH:13]=[C:12]2[C:7]([CH:8]=[CH:9][CH:10]=[C:11]2[NH:14]C(=O)OC(C)(C)C)=[CH:6][CH:5]=1)[CH3:2].Cl.